Dataset: Catalyst prediction with 721,799 reactions and 888 catalyst types from USPTO. Task: Predict which catalyst facilitates the given reaction. (1) Reactant: [H-].[Na+].[N+:3]([C:6]1[CH:11]=[CH:10][C:9]([OH:12])=[CH:8][CH:7]=1)([O-:5])=[O:4].Cl[CH2:14][C:15]1[CH:24]=[CH:23][C:22]2[C:17](=[CH:18][CH:19]=[CH:20][CH:21]=2)[N:16]=1. Product: [N+:3]([C:6]1[CH:11]=[CH:10][C:9]([O:12][CH2:14][C:15]2[CH:24]=[CH:23][C:22]3[C:17](=[CH:18][CH:19]=[CH:20][CH:21]=3)[N:16]=2)=[CH:8][CH:7]=1)([O-:5])=[O:4]. The catalyst class is: 3. (2) Reactant: [CH2:1]([O:3][C:4](/[C:6](/[N:9]1[C:13]([CH3:14])=[CH:12][CH:11]=[C:10]1[C:15]([O:17][CH2:18][CH3:19])=[O:16])=[CH:7]\O)=[O:5])[CH3:2].C([O-])(=O)C.[NH4+:24]. Product: [NH2:24]/[CH:7]=[C:6](/[N:9]1[C:13]([CH3:14])=[CH:12][CH:11]=[C:10]1[C:15]([O:17][CH2:18][CH3:19])=[O:16])\[C:4]([O:3][CH2:1][CH3:2])=[O:5]. The catalyst class is: 8. (3) Reactant: C1C(=O)N([O:8][C:9]([O:11][N:12]2[C:17](=[O:18])[CH2:16][CH2:15][C:13]2=[O:14])=[O:10])C(=O)C1.CCN(CC)CC.[CH3:26][CH2:27][O:28][C:29]([CH3:31])=O. Product: [O:28]1[CH2:29][CH2:31][C@H:26]([O:8][C:9](=[O:10])[O:11][N:12]2[C:13](=[O:14])[CH2:15][CH2:16][C:17]2=[O:18])[CH2:27]1. The catalyst class is: 23. (4) Reactant: [CH2:1]([O:8][C:9](=[O:11])[NH2:10])[C:2]1[CH:7]=[CH:6][CH:5]=[CH:4][CH:3]=1.[Li][CH2:13][CH2:14][CH2:15][CH3:16].[CH3:29][C:28]([O:27][C:25](O[C:25]([O:27][C:28]([CH3:31])([CH3:30])[CH3:29])=[O:26])=[O:26])([CH3:31])[CH3:30].C[N:33]1[C:37](=[O:38])[CH2:36][CH2:35]C1. Product: [CH2:1]([O:8][C:9](=[O:11])[NH:10][C@H:13]1[C@@H:36]([C:37]([NH:33][C:25]([O:27][C:28]([CH3:29])([CH3:30])[CH3:31])=[O:26])=[O:38])[CH2:35][CH:16]=[CH:15][CH2:14]1)[C:2]1[CH:7]=[CH:6][CH:5]=[CH:4][CH:3]=1. The catalyst class is: 1. (5) Reactant: Cl.[CH3:2][O:3]CN.C([N:8]([CH2:11]C)CC)C.[CH3:13][C:14]1[O:15][CH:16]=[CH:17][C:18]=1[C:19](Cl)=[O:20]. Product: [CH3:11][N:8]([O:3][CH3:2])[C:19]([C:18]1[CH:17]=[CH:16][O:15][C:14]=1[CH3:13])=[O:20]. The catalyst class is: 46. (6) Reactant: Br[C:2]1[CH:7]=[CH:6][C:5]([Br:8])=[CH:4][N:3]=1.[Li]CCCC.[O:14]=[CH:15][CH2:16][CH2:17][NH:18][C:19](=[O:25])[O:20][C:21]([CH3:24])([CH3:23])[CH3:22]. Product: [Br:8][C:5]1[CH:6]=[CH:7][C:2]([CH:15]([OH:14])[CH2:16][CH2:17][NH:18][C:19](=[O:25])[O:20][C:21]([CH3:22])([CH3:23])[CH3:24])=[N:3][CH:4]=1. The catalyst class is: 11. (7) Reactant: [C:1]([C:3]1([C:8]([O:10][CH3:11])=[O:9])[CH2:7][CH2:6][CH2:5][CH2:4]1)#[N:2]. Product: [NH2:2][CH2:1][C:3]1([C:8]([O:10][CH3:11])=[O:9])[CH2:7][CH2:6][CH2:5][CH2:4]1. The catalyst class is: 94. (8) Reactant: CO.O.[OH-].[Na+].[C:6]([NH:9][CH2:10][CH2:11][C:12]1[CH:13]=[CH:14][CH:15]=[C:16]2[C:21]=1[CH:20]=[C:19]([O:22][CH2:23][CH2:24][CH2:25][CH2:26][O:27][C:28]1[CH:37]=[C:36]3[C:31]([CH:32]=[CH:33][CH:34]=[C:35]3[CH2:38][C:39]([O:41]C)=[O:40])=[CH:30][CH:29]=1)[CH:18]=[CH:17]2)(=[O:8])[CH3:7]. Product: [C:6]([NH:9][CH2:10][CH2:11][C:12]1[CH:13]=[CH:14][CH:15]=[C:16]2[C:21]=1[CH:20]=[C:19]([O:22][CH2:23][CH2:24][CH2:25][CH2:26][O:27][C:28]1[CH:37]=[C:36]3[C:31]([CH:32]=[CH:33][CH:34]=[C:35]3[CH2:38][C:39]([OH:41])=[O:40])=[CH:30][CH:29]=1)[CH:18]=[CH:17]2)(=[O:8])[CH3:7]. The catalyst class is: 1. (9) Reactant: [NH2:1][C:2]1[N:3]([CH3:30])[C:4](=[O:29])[C:5]([C:20]2[CH:21]=[C:22]([CH:27]=O)[N:23]([CH2:25][CH3:26])[CH:24]=2)([C:7]2[CH:12]=[CH:11][CH:10]=[C:9]([C:13]3[C:14]([F:19])=[N:15][CH:16]=[CH:17][CH:18]=3)[CH:8]=2)[N:6]=1.[ClH:31].[O:32]([NH2:34])[CH3:33]. Product: [ClH:31].[CH3:33][O:32][N:34]=[CH:27][C:22]1[N:23]([CH2:25][CH3:26])[CH:24]=[C:20]([C:5]2([C:7]3[CH:12]=[CH:11][CH:10]=[C:9]([C:13]4[C:14]([F:19])=[N:15][CH:16]=[CH:17][CH:18]=4)[CH:8]=3)[C:4](=[O:29])[N:3]([CH3:30])[C:2]([NH2:1])=[N:6]2)[CH:21]=1. The catalyst class is: 1.